From a dataset of Peptide-MHC class I binding affinity with 185,985 pairs from IEDB/IMGT. Regression. Given a peptide amino acid sequence and an MHC pseudo amino acid sequence, predict their binding affinity value. This is MHC class I binding data. The peptide sequence is EKPGNRNPY. The MHC is HLA-A26:01 with pseudo-sequence HLA-A26:01. The binding affinity (normalized) is 0.267.